Dataset: hERG potassium channel inhibition data for cardiac toxicity prediction from Karim et al.. Task: Regression/Classification. Given a drug SMILES string, predict its toxicity properties. Task type varies by dataset: regression for continuous values (e.g., LD50, hERG inhibition percentage) or binary classification for toxic/non-toxic outcomes (e.g., AMES mutagenicity, cardiotoxicity, hepatotoxicity). Dataset: herg_karim. (1) The drug is Cc1ccc(Nc2cc(N[C@@H]3CCCC[C@@H]3N)nnc2C(N)=O)nc1C. The result is 0 (non-blocker). (2) The molecule is CCN(CC)C(=O)c1ccc(C2=CC3(CCNCC3)Oc3ccccc32)cc1O. The result is 0 (non-blocker). (3) The result is 1 (blocker). The molecule is O=C(NCCO)C1CCC(c2nc(-c3cccc(C(F)(F)F)c3)c[nH]2)CC1. (4) The compound is NC(=O)c1cccc(O[C@@H]2C[C@@H]3CC[C@H](C2)N3Cc2ccccc2)n1. The result is 1 (blocker). (5) The compound is C[C@H]([C@@H](O)c1ccc2c(c1)CCC(=O)N2)N1CCC(O)(c2ccc(F)cc2)CC1. The result is 1 (blocker).